This data is from Full USPTO retrosynthesis dataset with 1.9M reactions from patents (1976-2016). The task is: Predict the reactants needed to synthesize the given product. (1) Given the product [F:19][C:11]1[C:12]([O:17][CH3:18])=[CH:13][C:14]([O:15][CH3:16])=[C:9]([F:8])[C:10]=1[N:20]1[C:29](=[O:30])[C:28]2([CH2:31][CH2:32]2)[C:27]2[C:22](=[CH:23][N:24]=[C:25]([C:33]3[NH:37][N:36]=[CH:35][C:34]=3[N+:46]([O-:48])=[O:47])[CH:26]=2)[CH2:21]1, predict the reactants needed to synthesize it. The reactants are: Cl.O1CCOCC1.[F:8][C:9]1[C:14]([O:15][CH3:16])=[CH:13][C:12]([O:17][CH3:18])=[C:11]([F:19])[C:10]=1[N:20]1[C:29](=[O:30])[C:28]2([CH2:32][CH2:31]2)[C:27]2[C:22](=[CH:23][N:24]=[C:25]([C:33]3[N:37](COCC[Si](C)(C)C)[N:36]=[CH:35][C:34]=3[N+:46]([O-:48])=[O:47])[CH:26]=2)[CH2:21]1.C([O-])(O)=O.[Na+]. (2) The reactants are: [CH3:1][N:2]1[C:6]([CH2:7][O:8][C:9]2[C:18]3[C:13](=[CH:14][CH:15]=[CH:16][CH:17]=3)[C:12]3=[N:19][N:20]=[C:21]([C:22]4[CH:26]=[C:25]([CH3:27])[O:24][N:23]=4)[N:11]3[N:10]=2)=[N:5][C:4]([CH2:28][OH:29])=[N:3]1. Given the product [CH3:1][N:2]1[C:6]([CH2:7][O:8][C:9]2[C:18]3[C:13](=[CH:14][CH:15]=[CH:16][CH:17]=3)[C:12]3=[N:19][N:20]=[C:21]([C:22]4[CH:26]=[C:25]([CH3:27])[O:24][N:23]=4)[N:11]3[N:10]=2)=[N:5][C:4]([CH:28]=[O:29])=[N:3]1, predict the reactants needed to synthesize it. (3) Given the product [C:1]([O:5][C:6]([N:7]([CH3:8])[C@@H:9]1[CH2:13][CH2:12][N:11]([C:14]2[CH:19]=[CH:18][C:17]([N:20]3[CH:29]=[CH:28][C:27]4[C:22](=[CH:23][CH:24]=[C:25]([O:30][S:36]([C:35]([F:48])([F:47])[F:34])(=[O:38])=[O:37])[CH:26]=4)[C:21]3=[O:31])=[CH:16][C:15]=2[F:32])[CH2:10]1)=[O:33])([CH3:4])([CH3:2])[CH3:3], predict the reactants needed to synthesize it. The reactants are: [C:1]([O:5][C:6](=[O:33])[N:7]([C@@H:9]1[CH2:13][CH2:12][N:11]([C:14]2[CH:19]=[CH:18][C:17]([N:20]3[CH:29]=[CH:28][C:27]4[C:22](=[CH:23][CH:24]=[C:25]([OH:30])[CH:26]=4)[C:21]3=[O:31])=[CH:16][C:15]=2[F:32])[CH2:10]1)[CH3:8])([CH3:4])([CH3:3])[CH3:2].[F:34][C:35]([F:48])([F:47])[S:36](O[S:36]([C:35]([F:48])([F:47])[F:34])(=[O:38])=[O:37])(=[O:38])=[O:37].